From a dataset of Full USPTO retrosynthesis dataset with 1.9M reactions from patents (1976-2016). Predict the reactants needed to synthesize the given product. (1) Given the product [CH2:11]([O:10][C:8](=[O:9])[C@@H:2]([NH:1][C:18]([O:20][C:21]([CH3:23])([CH3:22])[CH3:24])=[O:19])[CH2:3][CH2:4][CH2:5][OH:6])[C:12]1[CH:17]=[CH:16][CH:15]=[CH:14][CH:13]=1, predict the reactants needed to synthesize it. The reactants are: [NH:1]([C:18]([O:20][C:21]([CH3:24])([CH3:23])[CH3:22])=[O:19])[C@H:2]([C:8]([O:10][CH2:11][C:12]1[CH:17]=[CH:16][CH:15]=[CH:14][CH:13]=1)=[O:9])[CH2:3][CH2:4][C:5](=O)[OH:6].C(N1CCOCC1)C.ClC(OCC(C)C)=O.[BH4-].[Na+].Cl. (2) Given the product [NH2:44][C:39]1[N:38]=[C:37]([C:23]2[CH:22]=[C:21]([NH:20][C:4]3[C:3]4[C:8](=[CH:9][C:10]([F:12])=[CH:11][C:2]=4[F:1])[N:7]=[C:6]([C:13]4[CH:18]=[CH:17][CH:16]=[CH:15][N:14]=4)[C:5]=3[CH3:19])[C:26]([N:27]3[CH2:32][CH2:31][O:30][CH2:29][CH2:28]3)=[N:25][CH:24]=2)[CH:42]=[C:41]([CH3:43])[N:40]=1, predict the reactants needed to synthesize it. The reactants are: [F:1][C:2]1[CH:11]=[C:10]([F:12])[CH:9]=[C:8]2[C:3]=1[C:4]([NH:20][C:21]1[CH:22]=[C:23](B(O)O)[CH:24]=[N:25][C:26]=1[N:27]1[CH2:32][CH2:31][O:30][CH2:29][CH2:28]1)=[C:5]([CH3:19])[C:6]([C:13]1[CH:18]=[CH:17][CH:16]=[CH:15][N:14]=1)=[N:7]2.Cl[C:37]1[CH:42]=[C:41]([CH3:43])[N:40]=[C:39]([NH2:44])[N:38]=1.C(=O)([O-])[O-].[Na+].[Na+].O1CCOCC1.